Task: Predict the reactants needed to synthesize the given product.. Dataset: Full USPTO retrosynthesis dataset with 1.9M reactions from patents (1976-2016) Given the product [C:1]([Si:5]([CH3:16])([CH3:15])[O:6][CH2:7][CH2:8][CH2:9][C:10]([CH3:14])([CH3:13])[CH:11]=[O:12])([CH3:4])([CH3:3])[CH3:2], predict the reactants needed to synthesize it. The reactants are: [C:1]([Si:5]([CH3:16])([CH3:15])[O:6][CH2:7][CH2:8][CH2:9][C:10]([CH3:14])([CH3:13])[CH2:11][OH:12])([CH3:4])([CH3:3])[CH3:2].C(N(CC)CC)C.C(=O)([O-])O.[Na+].